Task: Predict the reactants needed to synthesize the given product.. Dataset: Full USPTO retrosynthesis dataset with 1.9M reactions from patents (1976-2016) (1) Given the product [Cl:31][C:17]1[CH:18]=[C:19]([CH:29]=[CH:30][C:16]=1[CH2:15][CH2:14][NH:1][C@@H:2]([CH3:12])[C@H:3]([OH:4])[C:5]1[CH:10]=[CH:9][C:8]([OH:11])=[CH:7][CH:6]=1)[O:20][C:21]([CH3:28])([CH3:27])[C:22]([O:24][CH2:25][CH3:26])=[O:23], predict the reactants needed to synthesize it. The reactants are: [NH2:1][C@@H:2]([CH3:12])[C@@H:3]([C:5]1[CH:10]=[CH:9][C:8]([OH:11])=[CH:7][CH:6]=1)[OH:4].Br[CH2:14][CH2:15][C:16]1[CH:30]=[CH:29][C:19]([O:20][C:21]([CH3:28])([CH3:27])[C:22]([O:24][CH2:25][CH3:26])=[O:23])=[CH:18][C:17]=1[Cl:31].C(N(CC)C(C)C)(C)C.O. (2) Given the product [CH:15]1([NH:14][C:12]([C:11]2[CH:18]=[CH:19][C:20]([CH3:21])=[C:9]([N:7]3[C:6](=[O:22])[C:5]([NH:23][CH2:24][C:25]4[CH:26]=[CH:27][CH:28]=[CH:29][CH:30]=4)=[N:4][C:3]([C:1]([NH2:2])=[O:32])=[CH:8]3)[CH:10]=2)=[O:13])[CH2:16][CH2:17]1, predict the reactants needed to synthesize it. The reactants are: [C:1]([C:3]1[N:4]=[C:5]([NH:23][CH2:24][C:25]2[CH:30]=[CH:29][CH:28]=[CH:27][CH:26]=2)[C:6](=[O:22])[N:7]([C:9]2[CH:10]=[C:11]([CH:18]=[CH:19][C:20]=2[CH3:21])[C:12]([NH:14][CH:15]2[CH2:17][CH2:16]2)=[O:13])[CH:8]=1)#[N:2].N.[OH:32]O.O. (3) Given the product [NH2:25][C@@H:5]1[CH2:6][C@@H:7]([N:10]2[C:14]3=[C:15]4[S:21][CH:20]=[CH:19][C:16]4=[N:17][CH:18]=[C:13]3[N:12]=[C:11]2[C@H:22]([OH:24])[CH3:23])[CH2:8][CH2:9][C@@H:4]1[CH2:3][C:1]#[N:2], predict the reactants needed to synthesize it. The reactants are: [C:1]([CH2:3][C@H:4]1[CH2:9][CH2:8][C@H:7]([N:10]2[C:14]3=[C:15]4[S:21][CH:20]=[CH:19][C:16]4=[N:17][CH:18]=[C:13]3[N:12]=[C:11]2[C@H:22]([OH:24])[CH3:23])[CH2:6][C@H:5]1[NH:25]C(=O)OCC1C=CC=CC=1)#[N:2]. (4) Given the product [CH2:1]([O:3][C:4](=[O:25])[C:5]([N:8]1[C:16]2[C:11](=[CH:12][C:13]([OH:17])=[CH:14][CH:15]=2)[CH:10]=[CH:9]1)([CH3:7])[CH3:6])[CH3:2], predict the reactants needed to synthesize it. The reactants are: [CH2:1]([O:3][C:4](=[O:25])[C:5]([N:8]1[C:16]2[C:11](=[CH:12][C:13]([O:17]CC3C=CC=CC=3)=[CH:14][CH:15]=2)[CH:10]=[CH:9]1)([CH3:7])[CH3:6])[CH3:2].[H][H]. (5) Given the product [CH3:1][C:2]1[CH:28]=[CH:27][C:5]2[S:6][C:7]([C:9]3[C:13]([C:14]([OH:16])=[O:15])=[CH:12][N:11]([CH2:19][O:20][CH2:21][CH2:22][Si:23]([CH3:25])([CH3:24])[CH3:26])[N:10]=3)=[CH:8][C:4]=2[CH:3]=1, predict the reactants needed to synthesize it. The reactants are: [CH3:1][C:2]1[CH:28]=[CH:27][C:5]2[S:6][C:7]([C:9]3[C:13]([C:14]([O:16]CC)=[O:15])=[CH:12][N:11]([CH2:19][O:20][CH2:21][CH2:22][Si:23]([CH3:26])([CH3:25])[CH3:24])[N:10]=3)=[CH:8][C:4]=2[CH:3]=1.[OH-].[Na+]. (6) Given the product [CH3:31][O:30][C:26]1[CH:27]=[CH:28][CH:29]=[C:21]([O:20][CH3:19])[C:22]=1[C:23]([N:7]1[CH2:6][CH:5]2[CH2:1][N:2]([C:9]3[CH:18]=[N:17][C:16]4[C:11](=[CH:12][CH:13]=[CH:14][CH:15]=4)[N:10]=3)[CH2:3][CH:4]2[CH2:8]1)=[O:24], predict the reactants needed to synthesize it. The reactants are: [CH2:1]1[CH:5]2[CH2:6][NH:7][CH2:8][CH:4]2[CH2:3][N:2]1[C:9]1[CH:18]=[N:17][C:16]2[C:11](=[CH:12][CH:13]=[CH:14][CH:15]=2)[N:10]=1.[CH3:19][O:20][C:21]1[CH:29]=[CH:28][CH:27]=[C:26]([O:30][CH3:31])[C:22]=1[C:23](O)=[O:24]. (7) Given the product [CH2:36]([O:38][C:39](=[O:45])[CH2:40][CH2:41][C:42]([N:21]([N:10]1[C:9](=[O:26])[C:8]2[C:13](=[CH:14][C:15]([C:16]([F:18])([F:19])[F:17])=[C:6]([N:1]3[CH:5]=[CH:4][N:3]=[CH:2]3)[CH:7]=2)[NH:12][C:11]1=[O:20])[S:22]([CH3:25])(=[O:23])=[O:24])=[O:43])[CH3:37], predict the reactants needed to synthesize it. The reactants are: [N:1]1([C:6]2[CH:7]=[C:8]3[C:13](=[CH:14][C:15]=2[C:16]([F:19])([F:18])[F:17])[NH:12][C:11](=[O:20])[N:10]([NH:21][S:22]([CH3:25])(=[O:24])=[O:23])[C:9]3=[O:26])[CH:5]=[CH:4][N:3]=[CH:2]1.C(N(C(C)C)CC)(C)C.[CH2:36]([O:38][C:39](=[O:45])[CH2:40][CH2:41][C:42](Cl)=[O:43])[CH3:37]. (8) Given the product [ClH:22].[ClH:22].[Cl:22][C:11]1[CH:12]=[N:13][C:14]2[CH:15]=[CH:16][C:17](=[O:21])[N:18]([CH3:20])[C:19]=2[C:10]=1[CH2:9][CH2:8][N:5]1[CH2:6][CH2:7][C@H:3]([CH2:2][NH:1][CH2:39][C:37]2[CH:36]=[CH:35][C:32]3[S:33][CH2:34][C:29](=[O:28])[NH:30][C:31]=3[N:38]=2)[CH2:4]1, predict the reactants needed to synthesize it. The reactants are: [NH2:1][CH2:2][C@H:3]1[CH2:7][CH2:6][N:5]([CH2:8][CH2:9][C:10]2[C:11]([Cl:22])=[CH:12][N:13]=[C:14]3[C:19]=2[N:18]([CH3:20])[C:17](=[O:21])[CH:16]=[CH:15]3)[CH2:4]1.C([O-])(=O)C.[Na+].[O:28]=[C:29]1[CH2:34][S:33][C:32]2[CH:35]=[CH:36][C:37]([CH:39]=O)=[N:38][C:31]=2[NH:30]1.C([BH3-])#N.[Na+].